From a dataset of Full USPTO retrosynthesis dataset with 1.9M reactions from patents (1976-2016). Predict the reactants needed to synthesize the given product. (1) Given the product [CH2:19]([C:18]1[NH:22][C:15]2[CH:14]=[C:4]([O:5][CH2:6][CH2:7][CH2:8][C:9]([O:11][CH2:12][CH3:13])=[O:10])[CH:3]=[C:2]([CH3:1])[C:16]=2[N:17]=1)[CH3:20], predict the reactants needed to synthesize it. The reactants are: [CH3:1][C:2]1[CH:3]=[C:4]([CH:14]=[C:15]([N+:22]([O-])=O)[C:16]=1[NH:17][C:18](=O)[CH2:19][CH3:20])[O:5][CH2:6][CH2:7][CH2:8][C:9]([O:11][CH2:12][CH3:13])=[O:10]. (2) Given the product [C:1]([O:5][C:6]([N:8]1[CH2:13][CH2:12][CH:11]([N:14]2[C:18]3=[N:19][CH:20]=[N:21][C:22]([O:32][C:29]4[CH:30]=[CH:31][C:26]([O:25][CH3:24])=[CH:27][CH:28]=4)=[C:17]3[CH:16]=[N:15]2)[CH2:10][CH2:9]1)=[O:7])([CH3:4])([CH3:3])[CH3:2], predict the reactants needed to synthesize it. The reactants are: [C:1]([O:5][C:6]([N:8]1[CH2:13][CH2:12][CH:11]([N:14]2[C:18]3=[N:19][CH:20]=[N:21][C:22](Cl)=[C:17]3[CH:16]=[N:15]2)[CH2:10][CH2:9]1)=[O:7])([CH3:4])([CH3:3])[CH3:2].[CH3:24][O:25][C:26]1[CH:31]=[CH:30][C:29]([OH:32])=[CH:28][CH:27]=1.C(=O)([O-])[O-].[K+].[K+].ClCCl. (3) Given the product [Br:11][CH2:1][CH2:2][CH2:3][CH:4]1[CH2:5][CH:6]2[CH2:7][CH:8]1[CH:9]=[CH:10]2, predict the reactants needed to synthesize it. The reactants are: [CH2:1]1[CH:5]2[CH:6]3[CH:10]=[CH:9][CH:8]([CH:4]2[CH:3]=[CH:2]1)[CH2:7]3.[Br:11]CCCC=C.C(C1C(O)=C(C(C)(C)C)C=C(C)C=1)(C)(C)C.O=O. (4) Given the product [C:1]([C:5]1[CH:18]=[CH:17][C:8]([CH2:9][NH:10][C:11]([C:12]2[C:13]([CH3:14])=[N:19][C:20]3[C:21]([CH:22]=2)=[C:24]([CH3:28])[CH:25]=[CH:26][N:27]=3)=[O:16])=[CH:7][CH:6]=1)([CH3:4])([CH3:2])[CH3:3], predict the reactants needed to synthesize it. The reactants are: [C:1]([C:5]1[CH:18]=[CH:17][C:8]([CH2:9][NH:10][C:11](=[O:16])[CH2:12][C:13](=O)[CH3:14])=[CH:7][CH:6]=1)([CH3:4])([CH3:3])[CH3:2].[NH2:19][C:20]1[N:27]=[CH:26][CH:25]=[C:24]([CH3:28])[C:21]=1[CH:22]=O.N1CCCCC1.CCOC(C)=O.